From a dataset of Merck oncology drug combination screen with 23,052 pairs across 39 cell lines. Regression. Given two drug SMILES strings and cell line genomic features, predict the synergy score measuring deviation from expected non-interaction effect. (1) Drug 1: NC(=O)c1cccc2cn(-c3ccc(C4CCCNC4)cc3)nc12. Drug 2: Cn1cc(-c2cnn3c(N)c(Br)c(C4CCCNC4)nc23)cn1. Cell line: NCIH1650. Synergy scores: synergy=-14.9. (2) Drug 1: NC1(c2ccc(-c3nc4ccn5c(=O)[nH]nc5c4cc3-c3ccccc3)cc2)CCC1. Drug 2: CCC1(O)C(=O)OCc2c1cc1n(c2=O)Cc2cc3c(CN(C)C)c(O)ccc3nc2-1. Cell line: OVCAR3. Synergy scores: synergy=-1.82. (3) Drug 1: NC1(c2ccc(-c3nc4ccn5c(=O)[nH]nc5c4cc3-c3ccccc3)cc2)CCC1. Drug 2: C#Cc1cccc(Nc2ncnc3cc(OCCOC)c(OCCOC)cc23)c1. Cell line: EFM192B. Synergy scores: synergy=0.639.